Predict the product of the given reaction. From a dataset of Forward reaction prediction with 1.9M reactions from USPTO patents (1976-2016). Given the reactants Cl[C:2]1[N:3]=[C:4]([NH:12][N:13]([CH3:15])[CH3:14])[C:5]2[S:10][CH:9]=[C:8]([CH3:11])[C:6]=2[N:7]=1.[CH2:16]([NH2:19])[CH:17]=[CH2:18].C(=O)([O-])O.[Na+], predict the reaction product. The product is: [CH2:16]([NH:19][C:2]1[N:3]=[C:4]([NH:12][N:13]([CH3:15])[CH3:14])[C:5]2[S:10][CH:9]=[C:8]([CH3:11])[C:6]=2[N:7]=1)[CH:17]=[CH2:18].